Dataset: Reaction yield outcomes from USPTO patents with 853,638 reactions. Task: Predict the reaction yield, written as a fraction of the theoretical maximum amount of product (1.0 means a 100% yield; for example, 0.34 means a 34% yield). (1) The reactants are C(P(C(C)(C)C)C(C)(C)C)(C)(C)C.[CH:14]1[C:19]2[N:20]=[C:21]3[C:33]4[C:25]([C:26]5[C:31]([N:32]=4)=[CH:30][CH:29]=[CH:28][CH:27]=5)=[CH:24][CH:23]=[C:22]3[C:18]=2[CH:17]=[CH:16][CH:15]=1.[C:34]1([C:47]2[CH:52]=[CH:51][C:50](Br)=[CH:49][CH:48]=2)[C:46]2[NH:45][C:44]3[C:39](=[CH:40][CH:41]=[CH:42][CH:43]=3)[C:38]=2[CH:37]=[CH:36][CH:35]=1.CC(C)([O-])C.[Na+]. The catalyst is C1(C)C(C)=CC=CC=1.C([O-])(=O)C.[Pd+2].C([O-])(=O)C.O. The product is [C:34]1([C:47]2[CH:52]=[CH:51][C:50]([N:20]3[C:21]4[C:22](=[CH:23][CH:24]=[C:25]5[C:26]6[CH:27]=[CH:28][CH:29]=[CH:30][C:31]=6[NH:32][C:33]5=4)[C:18]4[C:19]3=[CH:14][CH:15]=[CH:16][CH:17]=4)=[CH:49][CH:48]=2)[C:46]2[NH:45][C:44]3[C:39](=[CH:40][CH:41]=[CH:42][CH:43]=3)[C:38]=2[CH:37]=[CH:36][CH:35]=1. The yield is 0.470. (2) The reactants are Br[C:2]1[C:10]2[C:5](=[CH:6][CH:7]=[C:8]([N+:11]([O-:13])=[O:12])[CH:9]=2)[NH:4][CH:3]=1.[C:14]1(B(O)O)[CH:19]=[CH:18][CH:17]=[CH:16][CH:15]=1.C1(P(C2C=CC=CC=2)C2C=CC=CC=2)C=CC=CC=1.C(=O)([O-])[O-].[Na+].[Na+]. The yield is 0.0900. The catalyst is C(COC)OC.Cl.C([O-])(=O)C.[Pd+2].C([O-])(=O)C. The product is [C:14]1([C:2]2[C:10]3[C:5](=[CH:6][CH:7]=[C:8]([N+:11]([O-:13])=[O:12])[CH:9]=3)[NH:4][CH:3]=2)[CH:19]=[CH:18][CH:17]=[CH:16][CH:15]=1. (3) The reactants are N1CCCCC1.[OH:7][C:8]1[CH:15]=[CH:14][C:11]([CH:12]=O)=[CH:10][C:9]=1[O:16][CH3:17].C([CH2:21][C:22]([NH:24][C:25]1[CH:33]=[CH:32][CH:31]=[CH:30][C:26]=1[C:27]([OH:29])=[O:28])=[O:23])(O)=O. The catalyst is C1(C)C=CC=CC=1. The product is [OH:7][C:8]1[CH:15]=[CH:14][C:11](/[CH:12]=[CH:21]/[C:22]([NH:24][C:25]2[CH:33]=[CH:32][CH:31]=[CH:30][C:26]=2[C:27]([OH:29])=[O:28])=[O:23])=[CH:10][C:9]=1[O:16][CH3:17]. The yield is 0.780. (4) The catalyst is C1COCC1. The yield is 0.820. The reactants are [Li+].CC([N-]C(C)C)C.[CH:9]([N:12]1[CH:16]=[CH:15][CH:14]=[N:13]1)([CH3:11])[CH3:10].[CH2:17]([Sn:21](Cl)([CH2:26][CH2:27][CH2:28][CH3:29])[CH2:22][CH2:23][CH2:24][CH3:25])[CH2:18][CH2:19][CH3:20]. The product is [CH:9]([N:12]1[C:16]([Sn:21]([CH2:22][CH2:23][CH2:24][CH3:25])([CH2:26][CH2:27][CH2:28][CH3:29])[CH2:17][CH2:18][CH2:19][CH3:20])=[CH:15][CH:14]=[N:13]1)([CH3:11])[CH3:10]. (5) The reactants are Br[CH2:2][C:3]([C:5]1[CH:6]=[CH:7][C:8]2[C:17]3[CH:16]=[C:15]4[CH2:18][CH2:19][CH2:20][C:21](=[O:22])[C:14]4=[CH:13][C:12]=3[O:11][CH2:10][C:9]=2[CH:23]=1)=[O:4].[C:24]([O:28][C:29]([N:31]1[CH2:35][C@@H:34]([CH2:36][O:37][CH3:38])[CH2:33][C@H:32]1[C:39]([OH:41])=[O:40])=[O:30])([CH3:27])([CH3:26])[CH3:25].C([O-])([O-])=O.[Cs+].[Cs+]. The product is [CH3:38][O:37][CH2:36][C@@H:34]1[CH2:35][N:31]([C:29]([O:28][C:24]([CH3:27])([CH3:25])[CH3:26])=[O:30])[C@H:32]([C:39]([O:41][CH2:2][C:3](=[O:4])[C:5]2[CH:6]=[CH:7][C:8]3[C:17]4[CH:16]=[C:15]5[CH2:18][CH2:19][CH2:20][C:21](=[O:22])[C:14]5=[CH:13][C:12]=4[O:11][CH2:10][C:9]=3[CH:23]=2)=[O:40])[CH2:33]1. The yield is 0.700. The catalyst is C(Cl)Cl. (6) The reactants are [C:1]([O:10]C)(=O)[C:2]1[C:3](=[CH:5][CH:6]=[CH:7][CH:8]=1)[SH:4].[CH2:12]([O:14][C:15]1[CH:20]=[CH:19][C:18]([C:21]#[N:22])=[CH:17][N:16]=1)[CH3:13].C(N(CC)CC)C. The catalyst is C1(C)C=CC=CC=1. The product is [CH2:12]([O:14][C:15]1[N:16]=[CH:17][C:18]([C:21]2[S:4][C:3]3[CH:5]=[CH:6][CH:7]=[CH:8][C:2]=3[C:1](=[O:10])[N:22]=2)=[CH:19][CH:20]=1)[CH3:13]. The yield is 0.200.